This data is from Full USPTO retrosynthesis dataset with 1.9M reactions from patents (1976-2016). The task is: Predict the reactants needed to synthesize the given product. (1) Given the product [Br:1][C:2]1[C:3]([CH3:18])=[CH:4][C:5]([C:20]2[N:21]=[N:22][C:23]([CH3:26])=[CH:24][CH:25]=2)=[CH:6][C:7]=1[CH3:8], predict the reactants needed to synthesize it. The reactants are: [Br:1][C:2]1[C:7]([CH3:8])=[CH:6][C:5](B2OC(C)(C)C(C)(C)O2)=[CH:4][C:3]=1[CH3:18].Br[C:20]1[N:21]=[N:22][C:23]([CH3:26])=[CH:24][CH:25]=1. (2) The reactants are: [Cl:1][C:2]1[CH:7]=[CH:6][C:5]([C:8]2[S:9][C:10]([CH:13]=[O:14])=[CH:11][N:12]=2)=[CH:4][CH:3]=1.[BH4-].[Na+]. Given the product [Cl:1][C:2]1[CH:3]=[CH:4][C:5]([C:8]2[S:9][C:10]([CH2:13][OH:14])=[CH:11][N:12]=2)=[CH:6][CH:7]=1, predict the reactants needed to synthesize it. (3) Given the product [I:32][C:28]1[CH:27]=[C:26]([CH:31]=[CH:30][CH:29]=1)[CH2:25][N:24]([CH2:20][C:21]([NH:5][CH2:1][CH2:2][CH2:3][CH3:4])=[O:18])[C:34](=[O:35])[O:36][CH2:37][CH2:38][CH2:39][CH3:40], predict the reactants needed to synthesize it. The reactants are: [CH2:1]([NH2:5])[CH2:2][CH2:3][CH3:4].C(N=C=NC(C)C)(C)C.BrCC(O)=[O:18].[CH2:20]([NH:24][CH2:25][C:26]1[CH:31]=[CH:30][CH:29]=[C:28]([I:32])[CH:27]=1)[CH2:21]CC.Cl[C:34]([O:36][CH2:37][CH2:38][CH2:39][CH3:40])=[O:35].C([O-])([O-])=O.[K+].[K+]. (4) Given the product [Cl:23][C:24]1[CH:29]=[CH:28][C:27]([C:2]2[CH:3]=[C:4]([NH:14][C:15]([C:17]3[CH:18]=[N:19][CH:20]=[N:21][CH:22]=3)=[O:16])[CH:5]=[N:6][C:7]=2[O:8][CH2:9][C:10]([F:13])([F:12])[F:11])=[C:26]([F:33])[CH:25]=1, predict the reactants needed to synthesize it. The reactants are: Br[C:2]1[CH:3]=[C:4]([NH:14][C:15]([C:17]2[CH:18]=[N:19][CH:20]=[N:21][CH:22]=2)=[O:16])[CH:5]=[N:6][C:7]=1[O:8][CH2:9][C:10]([F:13])([F:12])[F:11].[Cl:23][C:24]1[CH:29]=[CH:28][C:27](B(O)O)=[C:26]([F:33])[CH:25]=1.